Dataset: Full USPTO retrosynthesis dataset with 1.9M reactions from patents (1976-2016). Task: Predict the reactants needed to synthesize the given product. (1) Given the product [CH2:43]([N:41]1[C:40](=[O:45])[CH:39]=[CH:38][C:37]([C:16]2[CH:15]=[CH:14][C:13]([C@@H:11]([N:7]3[CH2:6][CH2:5][C@:4]([CH2:3][C:2]([OH:1])([CH3:34])[CH3:35])([C:28]4[CH:33]=[CH:32][CH:31]=[CH:30][CH:29]=4)[O:9][C:8]3=[O:10])[CH3:12])=[CH:18][CH:17]=2)=[CH:42]1)[CH3:44], predict the reactants needed to synthesize it. The reactants are: [OH:1][C:2]([CH3:35])([CH3:34])[CH2:3][C@@:4]1([C:28]2[CH:33]=[CH:32][CH:31]=[CH:30][CH:29]=2)[O:9][C:8](=[O:10])[N:7]([C@H:11]([C:13]2[CH:18]=[CH:17][C:16](B3OC(C)(C)C(C)(C)O3)=[CH:15][CH:14]=2)[CH3:12])[CH2:6][CH2:5]1.Br[C:37]1[CH:38]=[CH:39][C:40](=[O:45])[N:41]([CH2:43][CH3:44])[CH:42]=1. (2) Given the product [F:25][C:23]([F:24])([O:1][C:2]1[CH:11]=[C:6]([C:7]([O:9][CH3:10])=[O:8])[CH:5]=[C:4]([CH:3]=1)[C:12]([O:14][CH3:15])=[O:13])[CH:22]([F:37])[O:26][C:27]([F:35])([F:36])[C:28]([F:33])([F:34])[C:29]([F:30])([F:31])[F:32], predict the reactants needed to synthesize it. The reactants are: [OH:1][C:2]1[CH:3]=[C:4]([C:12]([O:14][CH3:15])=[O:13])[CH:5]=[C:6]([CH:11]=1)[C:7]([O:9][CH3:10])=[O:8].CC(C)([O-])C.[K+].[C:22]([F:37])([O:26][C:27]([F:36])([F:35])[C:28]([F:34])([F:33])[C:29]([F:32])([F:31])[F:30])=[C:23]([F:25])[F:24]. (3) The reactants are: [N:1]12[CH2:8][CH2:7][CH:4]([CH2:5][CH2:6]1)[C@@H:3]([O:9][C:10](=[O:26])[C:11]([C:19]1[CH:24]=[CH:23][C:22]([CH3:25])=[CH:21][CH:20]=1)([NH2:18])C1C=CC=CC=1)[CH2:2]2.[Br:27][CH2:28][C:29]([C:31]1[CH:36]=[CH:35][CH:34]=[CH:33][CH:32]=1)=[O:30]. Given the product [Br-:27].[O:30]=[C:29]([C:31]1[CH:36]=[CH:35][CH:34]=[CH:33][CH:32]=1)[CH2:28][N+:1]12[CH2:6][CH2:5][CH:4]([CH2:7][CH2:8]1)[C@@H:3]([O:9][C:10](=[O:26])[CH:11]([C:19]1[CH:20]=[CH:21][C:22]([CH3:25])=[CH:23][C:24]=1[C:19]1[CH:24]=[CH:23][CH:22]=[CH:21][CH:20]=1)[NH2:18])[CH2:2]2, predict the reactants needed to synthesize it.